From a dataset of Reaction yield outcomes from USPTO patents with 853,638 reactions. Predict the reaction yield, written as a fraction of the theoretical maximum amount of product (1.0 means a 100% yield; for example, 0.34 means a 34% yield). (1) The reactants are [CH2:1]([O:3][C:4](=[CH:10][C:11]1[CH:12]=[N:13][C:14]2[C:19]([CH:20]=1)=[CH:18][C:17]([O:21][CH2:22][O:23][CH3:24])=[CH:16][CH:15]=2)[C:5]([O:7][CH2:8][CH3:9])=[O:6])[CH3:2]. The catalyst is C(O)C.[H][H].[Pd]. The product is [CH2:1]([O:3][CH:4]([CH2:10][C:11]1[CH:12]=[N:13][C:14]2[C:19]([CH:20]=1)=[CH:18][C:17]([O:21][CH2:22][O:23][CH3:24])=[CH:16][CH:15]=2)[C:5]([O:7][CH2:8][CH3:9])=[O:6])[CH3:2]. The yield is 0.610. (2) The reactants are [CH:1]1([CH2:4][CH2:5][N:6]2[C:14]3[C:9](=[CH:10][CH:11]=[CH:12][CH:13]=3)[C:8]([C:17]3[C:25]([OH:26])=[CH:24][C:20]4[O:21][CH2:22][O:23][C:19]=4[CH:18]=3)([CH2:15]O)[C:7]2=[O:27])[CH2:3][CH2:2]1.C1(P(C2C=CC=CC=2)C2C=CC=CC=2)C=CC=CC=1.N(C(OCC)=O)=NC(OCC)=O. The catalyst is C1COCC1. The product is [CH:1]1([CH2:4][CH2:5][N:6]2[C:14]3[C:9](=[CH:10][CH:11]=[CH:12][CH:13]=3)[C:8]3([C:17]4=[CH:18][C:19]5[O:23][CH2:22][O:21][C:20]=5[CH:24]=[C:25]4[O:26][CH2:15]3)[C:7]2=[O:27])[CH2:3][CH2:2]1. The yield is 0.720. (3) The reactants are C(N(CC)CC)C.[Cl:8][C:9]1[CH:10]=[C:11]([CH2:16][C:17]([O:19][CH3:20])=[O:18])[CH:12]=[CH:13][C:14]=1[OH:15].[F:21][C:22]([F:35])([F:34])[S:23](O[S:23]([C:22]([F:35])([F:34])[F:21])(=[O:25])=[O:24])(=[O:25])=[O:24]. The catalyst is C(Cl)Cl. The product is [Cl:8][C:9]1[CH:10]=[C:11]([CH2:16][C:17]([O:19][CH3:20])=[O:18])[CH:12]=[CH:13][C:14]=1[O:15][S:23]([C:22]([F:35])([F:34])[F:21])(=[O:25])=[O:24]. The yield is 0.900. (4) The yield is 0.700. The reactants are [CH2:1]([N:8]1[C:13](=[O:14])[C:12]([C:15]2[CH:20]=[CH:19][C:18]([O:21][C:22]3[C:31]4[C:26](=[CH:27][C:28]([OH:34])=[C:29]([O:32][CH3:33])[CH:30]=4)[N:25]=[CH:24][CH:23]=3)=[C:17]([F:35])[CH:16]=2)=[CH:11][N:10]=[CH:9]1)[C:2]1[CH:7]=[CH:6][CH:5]=[CH:4][CH:3]=1.Cl.Cl[CH2:38][CH2:39][CH2:40][N:41]1[CH2:46][CH2:45][N:44]([CH3:47])[CH2:43][CH2:42]1. No catalyst specified. The product is [CH2:1]([N:8]1[C:13](=[O:14])[C:12]([C:15]2[CH:20]=[CH:19][C:18]([O:21][C:22]3[C:31]4[C:26](=[CH:27][C:28]([O:34][CH2:38][CH2:39][CH2:40][N:41]5[CH2:46][CH2:45][N:44]([CH3:47])[CH2:43][CH2:42]5)=[C:29]([O:32][CH3:33])[CH:30]=4)[N:25]=[CH:24][CH:23]=3)=[C:17]([F:35])[CH:16]=2)=[CH:11][N:10]=[CH:9]1)[C:2]1[CH:7]=[CH:6][CH:5]=[CH:4][CH:3]=1. (5) The reactants are [C:1](#[N:3])[CH3:2].[CH2:4]1[CH2:8][O:7][CH2:6][CH2:5]1.C[Si](C)(C)O[C:12]([CH:14]=[CH2:15])=C.Cl[CH2:19]Cl. The yield is 0.110. The catalyst is Cl.[Cl-].[Cl-].[Zn+2]. The product is [CH3:19][C:14]1([CH3:12])[N:3]2[CH:5]([CH2:4][C:8](=[O:7])[CH2:2][CH2:1]2)[CH2:6][CH2:15]1. (6) The reactants are [Br:1][C:2]1[C:11]2[C:6](=[CH:7][C:8]([C:12]3[N:13]=[C:14]([C:18]4[CH:23]=[CH:22][CH:21]=[CH:20][CH:19]=4)[S:15][C:16]=3[Br:17])=[CH:9][CH:10]=2)[CH:5]=[CH:4][C:3]=1[O:24][CH:25]([CH2:30][C:31]1[CH:36]=[CH:35][CH:34]=[CH:33][CH:32]=1)[C:26]([O:28]C)=[O:27].[OH-].[Na+]. The catalyst is C1COCC1.CO.O. The product is [Br:1][C:2]1[C:11]2[C:6](=[CH:7][C:8]([C:12]3[N:13]=[C:14]([C:18]4[CH:19]=[CH:20][CH:21]=[CH:22][CH:23]=4)[S:15][C:16]=3[Br:17])=[CH:9][CH:10]=2)[CH:5]=[CH:4][C:3]=1[O:24][CH:25]([CH2:30][C:31]1[CH:32]=[CH:33][CH:34]=[CH:35][CH:36]=1)[C:26]([OH:28])=[O:27]. The yield is 0.520.